From a dataset of Catalyst prediction with 721,799 reactions and 888 catalyst types from USPTO. Predict which catalyst facilitates the given reaction. (1) Reactant: [C:1]1([C:7]2[CH:8]=[C:9]([OH:26])[CH:10]=[C:11]([C:20]3[CH:25]=[CH:24][CH:23]=[CH:22][CH:21]=3)[C:12]=2[O:13][CH2:14][O:15][CH2:16][CH2:17][O:18][CH3:19])[CH:6]=[CH:5][CH:4]=[CH:3][CH:2]=1.C([O-])([O-])=O.[K+].[K+].I[CH2:34][CH2:35][CH2:36][CH2:37][CH2:38][CH2:39][CH2:40][CH2:41][CH2:42][CH3:43]. Product: [CH2:34]([O:26][C:9]1[CH:10]=[C:11]([C:20]2[CH:21]=[CH:22][CH:23]=[CH:24][CH:25]=2)[C:12]([O:13][CH2:14][O:15][CH2:16][CH2:17][O:18][CH3:19])=[C:7]([C:1]2[CH:2]=[CH:3][CH:4]=[CH:5][CH:6]=2)[CH:8]=1)[CH2:35][CH2:36][CH2:37][CH2:38][CH2:39][CH2:40][CH2:41][CH2:42][CH3:43]. The catalyst class is: 3. (2) Reactant: [NH2:1][C:2]1[CH:10]=[CH:9][CH:8]=[C:7]2[C:3]=1[CH:4]([CH2:19][CH2:20][CH2:21][C:22]([O:24]CC)=O)[CH2:5][N:6]2[CH2:11][C:12]([O:14]C(C)(C)C)=[O:13].[OH-].[Li+].Cl.[CH2:30]1COCC1. Product: [CH3:30][N:1]1[C:2]2[C:3]3[CH:4]([CH2:5][N:6]([CH2:11][C:12]([OH:14])=[O:13])[C:7]=3[CH:8]=[CH:9][CH:10]=2)[CH2:19][CH2:20][CH2:21][C:22]1=[O:24]. The catalyst class is: 88. (3) Product: [CH2:1]([O:8][C:9](=[O:31])[C@@H:10]([NH:18][C:19](=[O:30])[C@@H:20]([NH:22][C:57]([CH:49]1[CH2:48][C:56]2[C:51](=[CH:52][CH:53]=[CH:54][CH:55]=2)[CH2:50]1)=[O:59])[CH3:21])[CH2:11][C:12]1[CH:13]=[CH:14][CH:15]=[CH:16][CH:17]=1)[C:2]1[CH:3]=[CH:4][CH:5]=[CH:6][CH:7]=1. Reactant: [CH2:1]([O:8][C:9](=[O:31])[C@@H:10]([NH:18][C:19](=[O:30])[C@@H:20]([NH:22]C(OC(C)(C)C)=O)[CH3:21])[CH2:11][C:12]1[CH:17]=[CH:16][CH:15]=[CH:14][CH:13]=1)[C:2]1[CH:7]=[CH:6][CH:5]=[CH:4][CH:3]=1.FC(F)(F)C(O)=O.C(N(CC)C(C)C)(C)C.[CH2:48]1[C:56]2[C:51](=[CH:52][CH:53]=[CH:54][CH:55]=2)[CH2:50][CH:49]1[C:57]([OH:59])=O.CN(C(ON1N=NC2C=CC=NC1=2)=[N+](C)C)C.F[P-](F)(F)(F)(F)F. The catalyst class is: 4. (4) Reactant: [N+:1]([C:4]1[CH:9]=[CH:8][CH:7]=[CH:6][C:5]=1[C:10]1[S:11][C:12]2[C:17]([N:18]=1)=[CH:16][C:15]([CH2:19][O:20][CH:21]1[CH2:26][CH2:25][N:24]([C:27]([O:29][C:30]([CH3:33])([CH3:32])[CH3:31])=[O:28])[CH2:23][CH2:22]1)=[CH:14][N:13]=2)([O-])=O.[Cl-].[NH4+].C(O)(C)C.[OH-].[Na+]. Product: [NH2:1][C:4]1[CH:9]=[CH:8][CH:7]=[CH:6][C:5]=1[C:10]1[S:11][C:12]2[C:17]([N:18]=1)=[CH:16][C:15]([CH2:19][O:20][CH:21]1[CH2:22][CH2:23][N:24]([C:27]([O:29][C:30]([CH3:33])([CH3:32])[CH3:31])=[O:28])[CH2:25][CH2:26]1)=[CH:14][N:13]=2. The catalyst class is: 150. (5) Reactant: [NH2:1][C:2]1[NH:6][N:5]=[N:4][N:3]=1.C(N(CC)CC)C.[C:14]1([CH:24]=O)[C:23]2[C:18](=[CH:19][CH:20]=[CH:21][CH:22]=2)[CH:17]=[CH:16][CH:15]=1.[C:26]([O:32][CH2:33][CH3:34])(=[O:31])[CH2:27][C:28]([CH3:30])=O. Product: [CH3:30][C:28]1[NH:1][C:2]2[N:3]([N:4]=[N:5][N:6]=2)[CH:24]([C:14]2[C:23]3[C:18](=[CH:19][CH:20]=[CH:21][CH:22]=3)[CH:17]=[CH:16][CH:15]=2)[C:27]=1[C:26]([O:32][CH2:33][CH3:34])=[O:31]. The catalyst class is: 8. (6) Reactant: [C:1]([O:5][C:6]([N:8]1[CH2:12][C@@:11]([CH2:14][N:15]=[N+:16]=[N-:17])(O)[CH2:10][C@H:9]1[C:18](=[O:29])[NH:19][CH2:20][C:21]1[CH:26]=[CH:25][CH:24]=[C:23]([Cl:27])[C:22]=1[F:28])=[O:7])([CH3:4])([CH3:3])[CH3:2].CCN(S(F)(F)[F:36])CC.C([O-])(O)=O.[Na+]. Product: [C:1]([O:5][C:6]([N:8]1[CH2:12][C@:11]([CH2:14][N:15]=[N+:16]=[N-:17])([F:36])[CH2:10][C@H:9]1[C:18](=[O:29])[NH:19][CH2:20][C:21]1[CH:26]=[CH:25][CH:24]=[C:23]([Cl:27])[C:22]=1[F:28])=[O:7])([CH3:4])([CH3:3])[CH3:2]. The catalyst class is: 2.